From a dataset of Reaction yield outcomes from USPTO patents with 853,638 reactions. Predict the reaction yield, written as a fraction of the theoretical maximum amount of product (1.0 means a 100% yield; for example, 0.34 means a 34% yield). (1) The reactants are [Br:1][C:2]1[CH:7]=[CH:6][C:5]([C:8]2([CH2:13][C:14]([NH2:16])=[NH:15])[CH2:12][CH2:11][CH2:10][CH2:9]2)=[CH:4][CH:3]=1.[C:17]([O:21][C:22](=[O:37])/[C:23](/O)=[C:24](\[O:28][CH2:29][C:30]1[CH:35]=[CH:34][CH:33]=[CH:32][CH:31]=1)/[C:25](O)=[O:26])([CH3:20])([CH3:19])[CH3:18].C[O-].[Na+]. The catalyst is CO.ClCCl. The product is [C:17]([O:21][C:22]([C:23]1[C:24]([O:28][CH2:29][C:30]2[CH:35]=[CH:34][CH:33]=[CH:32][CH:31]=2)=[C:25]([OH:26])[N:16]=[C:14]([CH2:13][C:8]2([C:5]3[CH:4]=[CH:3][C:2]([Br:1])=[CH:7][CH:6]=3)[CH2:12][CH2:11][CH2:10][CH2:9]2)[N:15]=1)=[O:37])([CH3:20])([CH3:18])[CH3:19]. The yield is 0.710. (2) The reactants are [NH2:1][C:2]1[C:16]([O:17][CH3:18])=[CH:15][C:5]2[CH2:6][CH2:7][N:8]([CH2:11][C@H:12]([OH:14])[CH3:13])[CH2:9][CH2:10][C:4]=2[CH:3]=1.C([Si](C)(C)[O:24][C@H:25]1[CH2:29][CH2:28][N:27]([S:30]([C:33]2[CH:38]=[CH:37][CH:36]=[CH:35][C:34]=2[NH:39][C:40]2[C:45]([Cl:46])=[CH:44][N:43]=[C:42](Cl)[N:41]=2)(=[O:32])=[O:31])[CH2:26]1)(C)(C)C. No catalyst specified. The product is [Cl:46][C:45]1[C:40]([NH:39][C:34]2[CH:35]=[CH:36][CH:37]=[CH:38][C:33]=2[S:30]([N:27]2[CH2:28][CH2:29][C@H:25]([OH:24])[CH2:26]2)(=[O:31])=[O:32])=[N:41][C:42]([NH:1][C:2]2[C:16]([O:17][CH3:18])=[CH:15][C:5]3[CH2:6][CH2:7][N:8]([CH2:11][C@H:12]([OH:14])[CH3:13])[CH2:9][CH2:10][C:4]=3[CH:3]=2)=[N:43][CH:44]=1. The yield is 0.290. (3) The reactants are [Cl:1][C:2]1[CH:3]=[C:4]([C:33]2[CH:38]=[CH:37][C:36]([C:39]([N:41]3[CH2:46][CH2:45][CH:44]([C:47]([F:50])([F:49])[F:48])[CH2:43][CH2:42]3)=[O:40])=[CH:35][CH:34]=2)[CH:5]=[C:6]([Cl:32])[C:7]=1[CH2:8][C@@H:9]1[CH2:13][CH2:12][N:11]([N:14]2[CH2:19][CH2:18][CH:17]([O:20][Si](C(C)C)(C(C)C)C(C)C)[CH2:16][CH2:15]2)[C:10]1=[O:31].C1COCC1.O.C(O)(C(F)(F)F)=O. The product is [Cl:32][C:6]1[CH:5]=[C:4]([C:33]2[CH:34]=[CH:35][C:36]([C:39]([N:41]3[CH2:46][CH2:45][CH:44]([C:47]([F:50])([F:48])[F:49])[CH2:43][CH2:42]3)=[O:40])=[CH:37][CH:38]=2)[CH:3]=[C:2]([Cl:1])[C:7]=1[CH2:8][C@@H:9]1[CH2:13][CH2:12][N:11]([N:14]2[CH2:19][CH2:18][CH:17]([OH:20])[CH2:16][CH2:15]2)[C:10]1=[O:31]. The catalyst is C(OCC)(=O)C. The yield is 0.760. (4) The reactants are [C:1]([O:5][C:6]([NH:8][NH:9][C@H:10]([C:14]([CH3:17])([CH3:16])[CH3:15])[CH2:11][CH:12]=[CH2:13])=[O:7])([CH3:4])([CH3:3])[CH3:2]. The catalyst is CO.O.[Pd]. The product is [C:1]([O:5][C:6]([NH:8][NH:9][C@H:10]([C:14]([CH3:15])([CH3:17])[CH3:16])[CH2:11][CH2:12][CH3:13])=[O:7])([CH3:4])([CH3:3])[CH3:2]. The yield is 0.927. (5) The reactants are [O:1]1[CH2:6][CH2:5][CH2:4][CH2:3][CH:2]1[O:7][CH2:8][C:9]([O:11]CC)=O.[CH3:14][CH2:15][Mg+].[Br-]. The catalyst is C1COCC1. The product is [O:1]1[CH2:6][CH2:5][CH2:4][CH2:3][CH:2]1[O:7][CH2:8][C:9]1([OH:11])[CH2:15][CH2:14]1. The yield is 0.550.